From a dataset of Full USPTO retrosynthesis dataset with 1.9M reactions from patents (1976-2016). Predict the reactants needed to synthesize the given product. (1) Given the product [CH3:1][NH:2][C:3]1[C:8]([NH:9][C:38]([C:39]2[CH:40]=[C:41]([Cl:36])[N:43]=[N:44][C:15]=2[Cl:14])=[O:47])=[CH:7][C:6]([C:10]([F:13])([F:11])[F:12])=[CH:5][N:4]=1, predict the reactants needed to synthesize it. The reactants are: [CH3:1][NH:2][C:3]1[C:8]([NH2:9])=[CH:7][C:6]([C:10]([F:13])([F:12])[F:11])=[CH:5][N:4]=1.[Cl:14][C:15]1(C(O)=O)C=CC(Cl)=NN1.CCN=C=NCCCN(C)C.[ClH:36].C1[CH:38]=[CH:39][C:40]2N(O)[N:44]=[N:43][C:41]=2C=1.[OH2:47]. (2) Given the product [C:31]([O:1][C@H:2]1[CH2:26][CH2:25][C@@:24]2([CH3:27])[C:4](=[CH:5][CH2:6][C@@H:7]3[C@@H:23]2[CH2:22][CH2:21][C@@:20]2([CH3:28])[C@H:8]3[CH2:9][CH:10]=[C:11]2[C@H:12]([CH3:19])[CH2:13][CH2:14][CH2:15][CH:16]([CH3:18])[CH3:17])[C:3]1([CH3:30])[CH3:29])(=[O:38])[C:32]1[CH:37]=[CH:36][CH:35]=[CH:34][CH:33]=1, predict the reactants needed to synthesize it. The reactants are: [OH:1][C@H:2]1[CH2:26][CH2:25][C@@:24]2([CH3:27])[C:4](=[CH:5][CH2:6][C@@H:7]3[C@@H:23]2[CH2:22][CH2:21][C@@:20]2([CH3:28])[C@H:8]3[CH2:9][CH:10]=[C:11]2[C@H:12]([CH3:19])[CH2:13][CH2:14][CH2:15][CH:16]([CH3:18])[CH3:17])[C:3]1([CH3:30])[CH3:29].[C:31](Cl)(=[O:38])[C:32]1[CH:37]=[CH:36][CH:35]=[CH:34][CH:33]=1.